This data is from Reaction yield outcomes from USPTO patents with 853,638 reactions. The task is: Predict the reaction yield, written as a fraction of the theoretical maximum amount of product (1.0 means a 100% yield; for example, 0.34 means a 34% yield). The reactants are [Cl:1][C:2]1[CH:10]=[C:9]([F:11])[CH:8]=[CH:7][C:3]=1[C:4]([OH:6])=[O:5].Cl[Si](C)(C)[CH3:14]. The catalyst is CO. The product is [CH3:14][O:5][C:4](=[O:6])[C:3]1[CH:7]=[CH:8][C:9]([F:11])=[CH:10][C:2]=1[Cl:1]. The yield is 0.990.